This data is from Experimental lipophilicity measurements (octanol/water distribution) for 4,200 compounds from AstraZeneca. The task is: Regression/Classification. Given a drug SMILES string, predict its absorption, distribution, metabolism, or excretion properties. Task type varies by dataset: regression for continuous measurements (e.g., permeability, clearance, half-life) or binary classification for categorical outcomes (e.g., BBB penetration, CYP inhibition). For this dataset (lipophilicity_astrazeneca), we predict Y. (1) The drug is c1ccc2sc(C3CCCNC3)nc2c1. The Y is 1.00 logD. (2) The Y is 3.42 logD. The molecule is Oc1nc(-c2ccccc2)c(-c2ccccc2)o1. (3) The molecule is O=C(NCCSCc1ccccc1)c1ccccc1. The Y is 3.30 logD.